From a dataset of Reaction yield outcomes from USPTO patents with 853,638 reactions. Predict the reaction yield, written as a fraction of the theoretical maximum amount of product (1.0 means a 100% yield; for example, 0.34 means a 34% yield). (1) The reactants are [F:1][C:2]1[C:7]([C:8](=[O:13])[NH:9][CH:10]([CH3:12])[CH3:11])=[CH:6][CH:5]=[C:4]([F:14])[C:3]=1[C:15]1[N:20]=[C:19]([C:21]([O:23]C)=[O:22])[CH:18]=[CH:17][C:16]=1[F:25].[Li+].[OH-]. No catalyst specified. The product is [F:1][C:2]1[C:7]([C:8](=[O:13])[NH:9][CH:10]([CH3:11])[CH3:12])=[CH:6][CH:5]=[C:4]([F:14])[C:3]=1[C:15]1[N:20]=[C:19]([C:21]([OH:23])=[O:22])[CH:18]=[CH:17][C:16]=1[F:25]. The yield is 0.990. (2) The reactants are [N+:1]([C:4]1[CH:9]=[CH:8][C:7]([N:10]2[CH2:15][CH2:14][N:13]([CH:16]3[CH2:19][O:18][CH2:17]3)[CH2:12][CH2:11]2)=[C:6]([O:20][CH2:21][CH2:22][O:23][CH:24]2[CH2:29][CH2:28][CH2:27][CH2:26][O:25]2)[CH:5]=1)([O-])=O. The catalyst is C(O)C.[Pd]. The product is [O:18]1[CH2:17][CH:16]([N:13]2[CH2:14][CH2:15][N:10]([C:7]3[CH:8]=[CH:9][C:4]([NH2:1])=[CH:5][C:6]=3[O:20][CH2:21][CH2:22][O:23][CH:24]3[CH2:29][CH2:28][CH2:27][CH2:26][O:25]3)[CH2:11][CH2:12]2)[CH2:19]1. The yield is 0.950. (3) The reactants are [CH:1]1([C:7]2[C:8]3[CH:9]=[CH:10][C:11]([C:30]([O:32]C)=[O:31])=[CH:12][C:13]=3[N:14]3[C:21]=2[C:20]2[CH:22]=[CH:23][CH:24]=[CH:25][C:19]=2[N:18]([CH3:26])[CH2:17][CH:16]([N:27]([CH3:29])[CH3:28])[CH2:15]3)[CH2:6][CH2:5][CH2:4][CH2:3][CH2:2]1.[OH-].[Na+].Cl. The catalyst is CO. The product is [CH:1]1([C:7]2[C:8]3[CH:9]=[CH:10][C:11]([C:30]([OH:32])=[O:31])=[CH:12][C:13]=3[N:14]3[C:21]=2[C:20]2[CH:22]=[CH:23][CH:24]=[CH:25][C:19]=2[N:18]([CH3:26])[CH2:17][CH:16]([N:27]([CH3:28])[CH3:29])[CH2:15]3)[CH2:2][CH2:3][CH2:4][CH2:5][CH2:6]1. The yield is 0.0800. (4) The reactants are [CH2:1]([O:3][C:4](=[O:24])[C:5]1[CH:10]=[CH:9][CH:8]=[C:7]([N:11]2[C:15]([CH3:16])=[CH:14][CH:13]=[C:12]2[C:17]2[CH:22]=[CH:21][CH:20]=[CH:19][C:18]=2[OH:23])[CH:6]=1)[CH3:2].C([O-])([O-])=O.[K+].[K+].[Cl:31][C:32]1[CH:33]=[C:34]([CH:37]=[CH:38][C:39]=1[Cl:40])[CH2:35]Br. The catalyst is CN(C=O)C. The product is [CH2:1]([O:3][C:4](=[O:24])[C:5]1[CH:10]=[CH:9][CH:8]=[C:7]([N:11]2[C:15]([CH3:16])=[CH:14][CH:13]=[C:12]2[C:17]2[CH:22]=[CH:21][CH:20]=[CH:19][C:18]=2[O:23][CH2:35][C:34]2[CH:37]=[CH:38][C:39]([Cl:40])=[C:32]([Cl:31])[CH:33]=2)[CH:6]=1)[CH3:2]. The yield is 0.750. (5) The reactants are [Cl:1][C:2]1[C:8]([F:9])=[CH:7][C:5]([NH2:6])=[C:4]([F:10])[CH:3]=1.[Br:11]N1C(=O)CCC1=O. The catalyst is C(#N)C. The product is [Br:11][C:7]1[C:8]([F:9])=[C:2]([Cl:1])[CH:3]=[C:4]([F:10])[C:5]=1[NH2:6]. The yield is 0.840. (6) The reactants are [CH3:1][O:2][C:3]([C:5]1[CH:9]=[C:8]([NH2:10])[NH:7][N:6]=1)=[O:4].[F:11][C:12]([F:20])([F:19])[C:13](=O)[CH2:14][C:15](=O)[CH3:16]. The catalyst is C(O)(=O)C. The product is [CH3:1][O:2][C:3]([C:5]1[CH:9]=[C:8]2[N:10]=[C:15]([CH3:16])[CH:14]=[C:13]([C:12]([F:20])([F:19])[F:11])[N:7]2[N:6]=1)=[O:4]. The yield is 0.410. (7) The reactants are Cl[C:2]1[C:11]([C:12]([OH:14])=[O:13])=[CH:10][C:9]2[C:4](=[CH:5][CH:6]=[C:7]([Cl:15])[CH:8]=2)[N:3]=1.[N+:16]([C:19]1[CH:30]=[CH:29][C:22]([CH2:23][C@@H:24]([C:26]([OH:28])=[O:27])[NH2:25])=[CH:21][CH:20]=1)([O-:18])=[O:17]. No catalyst specified. The product is [C:26]([C@@H:24]([NH:25][C:2]1[C:11]([C:12]([OH:14])=[O:13])=[CH:10][C:9]2[C:4](=[CH:5][CH:6]=[C:7]([Cl:15])[CH:8]=2)[N:3]=1)[CH2:23][C:22]1[CH:21]=[CH:20][C:19]([N+:16]([O-:18])=[O:17])=[CH:30][CH:29]=1)([OH:28])=[O:27]. The yield is 0.610.